Dataset: Full USPTO retrosynthesis dataset with 1.9M reactions from patents (1976-2016). Task: Predict the reactants needed to synthesize the given product. (1) The reactants are: [C:1](Cl)(=[O:4])[CH2:2][CH3:3].[Cl-].[Al+3].[Cl-].[Cl-].[CH:10]1[C:19]2[C:14](=[CH:15][CH:16]=C[CH:18]=2)[CH:13]=[CH:12][CH:11]=1.Cl[CH2:21]CCl. Given the product [CH:18]1[C:19]2[C:14](=[CH:13][CH:12]=[CH:11][CH:10]=2)[CH:15]=[CH:16][C:3]=1[CH2:2][C:1](=[O:4])[CH3:21], predict the reactants needed to synthesize it. (2) Given the product [Cl:1][C:2]1[C:7]2[N:8]=[CH:10][N:9]([CH3:12])[C:6]=2[CH:5]=[C:4]([Cl:11])[N:3]=1, predict the reactants needed to synthesize it. The reactants are: [Cl:1][C:2]1[C:7]([NH2:8])=[C:6]([NH:9][CH3:10])[CH:5]=[C:4]([Cl:11])[N:3]=1.[CH:12](OCC)(OCC)OCC. (3) Given the product [CH:1]1([N:7]2[C:11]3[CH:12]=[CH:13][C:14]([CH2:16][N:17]4[CH2:22][CH2:21][O:20][CH2:19][CH2:18]4)=[CH:15][C:10]=3[N:9]=[C:8]2[NH:23][C:24]2[C:32]3[C:27](=[CH:28][CH:29]=[C:30]([C:33]4[CH:34]=[N:35][CH:36]=[CH:37][C:38]=4[O:39][CH3:40])[CH:31]=3)[NH:26][N:25]=2)[CH2:6][CH2:5][CH2:4][CH2:3][CH2:2]1, predict the reactants needed to synthesize it. The reactants are: [CH:1]1([N:7]2[C:11]3[CH:12]=[CH:13][C:14]([CH2:16][N:17]4[CH2:22][CH2:21][O:20][CH2:19][CH2:18]4)=[CH:15][C:10]=3[N:9]=[C:8]2[NH:23][C:24]2[C:32]3[C:27](=[CH:28][CH:29]=[C:30]([C:33]4[CH:34]=[N:35][CH:36]=[CH:37][C:38]=4[O:39][CH3:40])[CH:31]=3)[N:26](COCC[Si](C)(C)C)[N:25]=2)[CH2:6][CH2:5][CH2:4][CH2:3][CH2:2]1.Cl.C(O)C. (4) Given the product [CH:21]([O:20][C:17]1[CH:18]=[CH:19][C:14]([C:12]([N:9]2[CH2:10][CH2:11][C:6]3([CH2:5][CH:4]([CH:2]([O:1][CH3:36])[CH3:3])[C:32]4[C:27](=[CH:28][CH:29]=[CH:30][CH:31]=4)[O:26]3)[CH2:7][CH2:8]2)=[O:13])=[CH:15][C:16]=1[O:24][CH3:25])([CH3:22])[CH3:23], predict the reactants needed to synthesize it. The reactants are: [OH:1][CH:2]([CH:4]1[C:32]2[C:27](=[CH:28][CH:29]=[CH:30][CH:31]=2)[O:26][C:6]2([CH2:11][CH2:10][N:9]([C:12]([C:14]3[CH:19]=[CH:18][C:17]([O:20][CH:21]([CH3:23])[CH3:22])=[C:16]([O:24][CH3:25])[CH:15]=3)=[O:13])[CH2:8][CH2:7]2)[CH2:5]1)[CH3:3].[H-].[Na+].I[CH3:36]. (5) Given the product [O:1]1[CH2:5][CH2:4][O:3][CH:2]1[CH2:6][CH2:7][CH2:8][CH2:9][O:10][C:11]1[CH:12]=[C:13]([C:17]([OH:29])([C:21]2[CH:22]=[CH:23][C:24]([O:27][CH3:28])=[CH:25][CH:26]=2)[C:18]([O:20][C@@H:44]2[CH:45]3[CH2:48][CH2:49][N:42]([CH2:47][CH2:46]3)[CH2:43]2)=[O:19])[CH:14]=[CH:15][CH:16]=1, predict the reactants needed to synthesize it. The reactants are: [O:1]1[CH2:5][CH2:4][O:3][CH:2]1[CH2:6][CH2:7][CH2:8][CH2:9][O:10][C:11]1[CH:12]=[C:13]([C:17]([OH:29])([C:21]2[CH:26]=[CH:25][C:24]([O:27][CH3:28])=[CH:23][CH:22]=2)[C:18]([OH:20])=[O:19])[CH:14]=[CH:15][CH:16]=1.C(N1C=CN=C1)(N1C=CN=C1)=O.[N:42]12[CH2:49][CH2:48][CH:45]([CH2:46][CH2:47]1)[CH2:44][C@H:43]2O. (6) Given the product [CH:3]([C:4]1[N:13]=[C:12]2[C:7]([CH2:8][CH2:9][CH2:10][N:11]2[C:14]([NH:16][C:17]2[CH:22]=[CH:21][C:20]([C:23]([F:26])([F:25])[F:24])=[CH:19][N:18]=2)=[O:15])=[CH:6][C:5]=1[CH2:27][OH:28])=[O:2], predict the reactants needed to synthesize it. The reactants are: C[O:2][CH:3](OC)[C:4]1[N:13]=[C:12]2[C:7]([CH2:8][CH2:9][CH2:10][N:11]2[C:14]([NH:16][C:17]2[CH:22]=[CH:21][C:20]([C:23]([F:26])([F:25])[F:24])=[CH:19][N:18]=2)=[O:15])=[CH:6][C:5]=1[CH2:27][OH:28].O.Cl. (7) Given the product [Cl:1][C:2]1[N:10]=[C:9]2[C:5]([N:6]=[CH:7][N:8]2[CH:11]([CH3:13])[CH3:12])=[C:4]([NH:20][CH2:19][C:18]2[CH:21]=[CH:22][CH:23]=[C:24]([O:25][CH3:26])[C:17]=2[O:16][CH3:15])[N:3]=1, predict the reactants needed to synthesize it. The reactants are: [Cl:1][C:2]1[N:10]=[C:9]2[C:5]([N:6]=[CH:7][N:8]2[CH:11]([CH3:13])[CH3:12])=[C:4](Cl)[N:3]=1.[CH3:15][O:16][C:17]1[C:24]([O:25][CH3:26])=[CH:23][CH:22]=[CH:21][C:18]=1[CH2:19][NH2:20].